Dataset: NCI-60 drug combinations with 297,098 pairs across 59 cell lines. Task: Regression. Given two drug SMILES strings and cell line genomic features, predict the synergy score measuring deviation from expected non-interaction effect. (1) Drug 1: C1CCN(CC1)CCOC2=CC=C(C=C2)C(=O)C3=C(SC4=C3C=CC(=C4)O)C5=CC=C(C=C5)O. Drug 2: CC(CN1CC(=O)NC(=O)C1)N2CC(=O)NC(=O)C2. Cell line: MALME-3M. Synergy scores: CSS=18.8, Synergy_ZIP=-4.92, Synergy_Bliss=-2.82, Synergy_Loewe=-4.77, Synergy_HSA=-2.62. (2) Drug 1: COC1=NC(=NC2=C1N=CN2C3C(C(C(O3)CO)O)O)N. Drug 2: C1CN(CCN1C(=O)CCBr)C(=O)CCBr. Cell line: DU-145. Synergy scores: CSS=24.9, Synergy_ZIP=8.60, Synergy_Bliss=10.3, Synergy_Loewe=-6.06, Synergy_HSA=8.82. (3) Drug 1: C1CCC(C1)C(CC#N)N2C=C(C=N2)C3=C4C=CNC4=NC=N3. Drug 2: CC1CCCC2(C(O2)CC(NC(=O)CC(C(C(=O)C(C1O)C)(C)C)O)C(=CC3=CSC(=N3)C)C)C. Cell line: UACC62. Synergy scores: CSS=-8.74, Synergy_ZIP=4.19, Synergy_Bliss=0.344, Synergy_Loewe=-12.8, Synergy_HSA=-9.19. (4) Drug 1: CC12CCC3C(C1CCC2O)C(CC4=C3C=CC(=C4)O)CCCCCCCCCS(=O)CCCC(C(F)(F)F)(F)F. Drug 2: C1=CN(C=N1)CC(O)(P(=O)(O)O)P(=O)(O)O. Cell line: NCI/ADR-RES. Synergy scores: CSS=-3.39, Synergy_ZIP=-0.536, Synergy_Bliss=-4.90, Synergy_Loewe=-6.48, Synergy_HSA=-6.75.